The task is: Predict the reaction yield, written as a fraction of the theoretical maximum amount of product (1.0 means a 100% yield; for example, 0.34 means a 34% yield).. This data is from Reaction yield outcomes from USPTO patents with 853,638 reactions. (1) The reactants are [Cl:1][C:2]1[CH:3]=[CH:4][C:5]([O:14][CH3:15])=[C:6]([C:8]#[C:9][Si](C)(C)C)[CH:7]=1.C([O-])([O-])=O.[K+].[K+].O. The catalyst is CO. The product is [Cl:1][C:2]1[CH:3]=[CH:4][C:5]([O:14][CH3:15])=[C:6]([C:8]#[CH:9])[CH:7]=1. The yield is 0.800. (2) The reactants are [CH2:1]([N:3]1[C:11]2[C:6](=[CH:7][CH:8]=[C:9]([O:12][CH3:13])[CH:10]=2)[C:5]([C:14]#[N:15])=[CH:4]1)[CH3:2].[Li+].CC([N-]C(C)C)C.B(OC(C)C)(OC(C)C)OC(C)C.I[C:38]1[CH:43]=[CH:42][C:41]([OH:44])=[CH:40][CH:39]=1.C([O-])([O-])=O.[K+].[K+]. The catalyst is C1COCC1.C1C=CC(P(C2C=CC=CC=2)[C-]2C=CC=C2)=CC=1.C1C=CC(P(C2C=CC=CC=2)[C-]2C=CC=C2)=CC=1.Cl[Pd]Cl.[Fe+2].CN(C=O)C. The product is [CH2:1]([N:3]1[C:11]2[C:6](=[CH:7][CH:8]=[C:9]([O:12][CH3:13])[CH:10]=2)[C:5]([C:14]#[N:15])=[C:4]1[C:38]1[CH:43]=[CH:42][C:41]([OH:44])=[CH:40][CH:39]=1)[CH3:2]. The yield is 0.730. (3) The reactants are [OH:1][CH:2]1[CH2:7][CH2:6][N:5]([C:8](=[O:19])[CH2:9][NH:10][C:11]2[C:12](=[O:18])[N:13]([CH3:17])[N:14]=[CH:15][CH:16]=2)[CH2:4][CH2:3]1.[F:20][C:21]1[CH:22]=[CH:23][C:24]([CH3:28])=[C:25](O)[CH:26]=1. No catalyst specified. The product is [F:20][C:21]1[CH:26]=[CH:25][C:24]([CH3:28])=[C:23]([CH:22]=1)[O:1][CH:2]1[CH2:3][CH2:4][N:5]([C:8](=[O:19])[CH2:9][NH:10][C:11]2[C:12](=[O:18])[N:13]([CH3:17])[N:14]=[CH:15][CH:16]=2)[CH2:6][CH2:7]1. The yield is 0.150. (4) The reactants are [CH3:1][O:2][C:3]1[CH:4]=[C:5]2[C:9](=[CH:10][CH:11]=1)[NH:8][CH:7]=[C:6]2[CH:12]1[CH2:16][CH2:15][NH:14][CH2:13]1.O.[C:18]([OH:22])(=[O:21])[CH:19]=O. The catalyst is CO.O. The product is [CH3:1][O:2][C:3]1[CH:4]=[C:5]2[C:9](=[CH:10][CH:11]=1)[NH:8][C:7]1[CH:19]([C:18]([OH:22])=[O:21])[N:14]3[CH2:13][CH:12]([C:6]2=1)[CH2:16][CH2:15]3. The yield is 0.910. (5) The reactants are [C:1]([C:4]1[C:22](=[O:23])[C@@:8]2([CH3:24])[C:9]3[C:15]([OH:16])=[CH:14][C:13]([O:17][CH3:18])=[C:12]([C:19]([NH2:21])=[O:20])[C:10]=3[O:11][C:7]2=[CH:6][C:5]=1[OH:25])(=[O:3])[CH3:2].[Cl:26][C:27]1[CH:45]=[C:44]([Cl:46])[CH:43]=[CH:42][C:28]=1[O:29][CH2:30][C:31]1[CH:38]=[C:37]([CH3:39])[C:34]([CH:35]=O)=[C:33]([CH3:40])[C:32]=1[CH3:41].C([SiH](CC)CC)C.FC(F)(F)C(O)=O. The catalyst is C(#N)C. The product is [C:1]([C:4]1[C:22](=[O:23])[C@@:8]2([CH3:24])[C:9]3[C:15]([OH:16])=[CH:14][C:13]([O:17][CH3:18])=[C:12]([C:19]([NH:21][CH2:35][C:34]4[C:37]([CH3:39])=[CH:38][C:31]([CH2:30][O:29][C:28]5[CH:42]=[CH:43][C:44]([Cl:46])=[CH:45][C:27]=5[Cl:26])=[C:32]([CH3:41])[C:33]=4[CH3:40])=[O:20])[C:10]=3[O:11][C:7]2=[CH:6][C:5]=1[OH:25])(=[O:3])[CH3:2]. The yield is 0.690. (6) The reactants are [OH-].[K+].[NH2:3][CH2:4][C:5]([OH:7])=[O:6].[N+:8]([C:11]1[CH:12]=[C:13]([N:17]=[C:18]=[O:19])[CH:14]=[CH:15][CH:16]=1)([O-:10])=[O:9]. The catalyst is O. The product is [N+:8]([C:11]1[CH:12]=[C:13]([NH:17][C:18]([NH:3][CH2:4][C:5]([OH:7])=[O:6])=[O:19])[CH:14]=[CH:15][CH:16]=1)([O-:10])=[O:9]. The yield is 0.880. (7) The reactants are [O:1]=[C:2]1[C:8]2[CH:9]=[CH:10][CH:11]=[CH:12][C:7]=2[O:6][C:5]2[S:13][C:14](C(O)=O)=[CH:15][C:4]=2[NH:3]1. The catalyst is C(O)(=O)C. The product is [S:13]1[C:5]2[O:6][C:7]3[CH:12]=[CH:11][CH:10]=[CH:9][C:8]=3[C:2](=[O:1])[NH:3][C:4]=2[CH:15]=[CH:14]1. The yield is 0.790. (8) The reactants are [NH:1]1[CH2:9][CH2:8][CH2:7][CH:3]([C:4]([NH2:6])=[O:5])[CH2:2]1.[C:10](OC([O-])=O)([O:12][C:13]([CH3:16])([CH3:15])[CH3:14])=[O:11]. No catalyst specified. The product is [C:13]([O:12][C:10]([N:1]1[CH2:9][CH2:8][CH2:7][C@@H:3]([C:4]([NH2:6])=[O:5])[CH2:2]1)=[O:11])([CH3:16])([CH3:15])[CH3:14]. The yield is 0.390. (9) The reactants are [CH3:1][O:2][CH2:3][O:4][C@H:5]1[CH2:22][CH2:21][C@:20]2([CH3:23])[C@H:7]([C:8](=[O:25])[CH2:9][C@H:10]3[C@H:19]2[CH2:18][CH2:17][C@:15]2([CH3:16])[C@@H:11]3[CH2:12][C:13](=[O:24])[CH2:14]2)[CH2:6]1.[BH4-].[Na+].O.CC(O)=O. The catalyst is CCO. The product is [CH3:1][O:2][CH2:3][O:4][C@H:5]1[CH2:22][CH2:21][C@:20]2([CH3:23])[C@H:7]([C@@H:8]([OH:25])[CH2:9][C@H:10]3[C@H:19]2[CH2:18][CH2:17][C@:15]2([CH3:16])[C@@H:11]3[CH2:12][C@@H:13]([OH:24])[CH2:14]2)[CH2:6]1. The yield is 0.750. (10) The reactants are [F:1][C:2]1[CH:7]=[CH:6][CH:5]=[C:4]([F:8])[C:3]=1[N:9]1[C:14]([CH3:15])=[CH:13][C:12](O)=[CH:11][C:10]1=[O:17].[F:18][C:19]1[CH:26]=[C:25]([F:27])[CH:24]=[CH:23][C:20]=1[CH2:21][NH2:22].[Cl:28]N1C(=O)CCC1=O.C([O-])(O)=O.[Na+]. The catalyst is C(Cl)Cl. The product is [Cl:28][C:11]1[C:10](=[O:17])[N:9]([C:3]2[C:2]([F:1])=[CH:7][CH:6]=[CH:5][C:4]=2[F:8])[C:14]([CH3:15])=[CH:13][C:12]=1[NH:22][CH2:21][C:20]1[CH:23]=[CH:24][C:25]([F:27])=[CH:26][C:19]=1[F:18]. The yield is 0.0600.